Dataset: NCI-60 drug combinations with 297,098 pairs across 59 cell lines. Task: Regression. Given two drug SMILES strings and cell line genomic features, predict the synergy score measuring deviation from expected non-interaction effect. (1) Drug 1: CN(C)C1=NC(=NC(=N1)N(C)C)N(C)C. Drug 2: CC1=C(C(=O)C2=C(C1=O)N3CC4C(C3(C2COC(=O)N)OC)N4)N. Cell line: MCF7. Synergy scores: CSS=33.5, Synergy_ZIP=9.20, Synergy_Bliss=9.17, Synergy_Loewe=-19.7, Synergy_HSA=6.42. (2) Drug 1: CS(=O)(=O)C1=CC(=C(C=C1)C(=O)NC2=CC(=C(C=C2)Cl)C3=CC=CC=N3)Cl. Drug 2: CC1=C(C=C(C=C1)NC(=O)C2=CC=C(C=C2)CN3CCN(CC3)C)NC4=NC=CC(=N4)C5=CN=CC=C5. Cell line: SF-295. Synergy scores: CSS=0.978, Synergy_ZIP=-0.277, Synergy_Bliss=-0.0479, Synergy_Loewe=-1.50, Synergy_HSA=-1.62. (3) Drug 1: C1CC(=O)NC(=O)C1N2CC3=C(C2=O)C=CC=C3N. Drug 2: C1C(C(OC1N2C=NC3=C2NC=NCC3O)CO)O. Cell line: A549. Synergy scores: CSS=9.32, Synergy_ZIP=-4.16, Synergy_Bliss=-0.937, Synergy_Loewe=0.470, Synergy_HSA=1.14. (4) Drug 1: C1CCC(C1)C(CC#N)N2C=C(C=N2)C3=C4C=CNC4=NC=N3. Drug 2: C1=CC(=CC=C1CCCC(=O)O)N(CCCl)CCCl. Cell line: HT29. Synergy scores: CSS=-2.00, Synergy_ZIP=-2.06, Synergy_Bliss=-0.420, Synergy_Loewe=-10.3, Synergy_HSA=-4.87. (5) Drug 1: CC1OCC2C(O1)C(C(C(O2)OC3C4COC(=O)C4C(C5=CC6=C(C=C35)OCO6)C7=CC(=C(C(=C7)OC)O)OC)O)O. Drug 2: CC(C)CN1C=NC2=C1C3=CC=CC=C3N=C2N. Cell line: SN12C. Synergy scores: CSS=30.3, Synergy_ZIP=-9.38, Synergy_Bliss=-3.76, Synergy_Loewe=-6.11, Synergy_HSA=-3.54. (6) Drug 1: CC1C(C(CC(O1)OC2CC(CC3=C2C(=C4C(=C3O)C(=O)C5=C(C4=O)C(=CC=C5)OC)O)(C(=O)CO)O)N)O.Cl. Drug 2: CC(CN1CC(=O)NC(=O)C1)N2CC(=O)NC(=O)C2. Cell line: HOP-62. Synergy scores: CSS=10.5, Synergy_ZIP=-7.47, Synergy_Bliss=-7.58, Synergy_Loewe=-3.19, Synergy_HSA=-3.09. (7) Drug 2: CN1C(=O)N2C=NC(=C2N=N1)C(=O)N. Cell line: NCI-H522. Synergy scores: CSS=9.03, Synergy_ZIP=-3.65, Synergy_Bliss=-1.25, Synergy_Loewe=-7.77, Synergy_HSA=-1.65. Drug 1: C1CN1P(=S)(N2CC2)N3CC3. (8) Drug 1: CC1=C(C=C(C=C1)C(=O)NC2=CC(=CC(=C2)C(F)(F)F)N3C=C(N=C3)C)NC4=NC=CC(=N4)C5=CN=CC=C5. Drug 2: C1=CC=C(C=C1)NC(=O)CCCCCCC(=O)NO. Cell line: SF-539. Synergy scores: CSS=10.4, Synergy_ZIP=-4.05, Synergy_Bliss=-4.09, Synergy_Loewe=-6.70, Synergy_HSA=-3.16.